Dataset: Reaction yield outcomes from USPTO patents with 853,638 reactions. Task: Predict the reaction yield, written as a fraction of the theoretical maximum amount of product (1.0 means a 100% yield; for example, 0.34 means a 34% yield). (1) The reactants are [CH:1]([NH:4][CH2:5][C:6]([NH:8][CH2:9][C:10]1[CH:15]=[C:14]([C:16]2[CH:21]=[CH:20][C:19]([C:22]([F:25])([F:24])[F:23])=[CH:18][CH:17]=2)[N:13]=[CH:12][N:11]=1)=[O:7])([CH3:3])[CH3:2].C(N(CC)C(C)C)(C)C.[N:35]1[CH:40]=[CH:39][CH:38]=[C:37]([S:41](Cl)(=[O:43])=[O:42])[CH:36]=1.C(OCC)(=O)C. The catalyst is C(Cl)Cl. The product is [CH:1]([N:4]([S:41]([C:37]1[CH:36]=[N:35][CH:40]=[CH:39][CH:38]=1)(=[O:43])=[O:42])[CH2:5][C:6]([NH:8][CH2:9][C:10]1[CH:15]=[C:14]([C:16]2[CH:17]=[CH:18][C:19]([C:22]([F:24])([F:25])[F:23])=[CH:20][CH:21]=2)[N:13]=[CH:12][N:11]=1)=[O:7])([CH3:3])[CH3:2]. The yield is 0.640. (2) The reactants are [SH:1][CH2:2][CH2:3][OH:4].Br[C:6]1[CH:7]=[N:8][C:9]2[C:14]([CH:15]=1)=[CH:13][C:12]([O:16][CH3:17])=[CH:11][CH:10]=2.[H-].[Na+].C(OCC)(=O)C. The catalyst is CN(C)C=O.CCCCCC. The product is [CH3:17][O:16][C:12]1[CH:13]=[C:14]2[C:9](=[CH:10][CH:11]=1)[N:8]=[CH:7][C:6]([S:1][CH2:2][CH2:3][OH:4])=[CH:15]2. The yield is 0.790. (3) The reactants are CN(C=O)C.Br[C:7]1[C:12]([O:13][CH2:14][CH2:15][CH:16]=[CH2:17])=[CH:11][CH:10]=[CH:9][N:8]=1.C1(P(C2C=CC=CC=2)C2C=CC=CC=2)C=CC=CC=1.C([O-])(=O)C.[K+]. The catalyst is O.[Cl-].C([N+](CC)(CC)CC)C.CCOC(C)=O.[Cl-].[Na+].O.O.C([O-])(=O)C.[Pd+2].C([O-])(=O)C. The product is [CH2:17]=[C:16]1[C:7]2=[N:8][CH:9]=[CH:10][CH:11]=[C:12]2[O:13][CH2:14][CH2:15]1. The yield is 0.670.